From a dataset of Reaction yield outcomes from USPTO patents with 853,638 reactions. Predict the reaction yield, written as a fraction of the theoretical maximum amount of product (1.0 means a 100% yield; for example, 0.34 means a 34% yield). The reactants are Cl[C:2]1[CH:7]=[CH:6][N:5]=[CH:4][C:3]=1[N+:8]([O-:10])=[O:9].[F:11][C:12]1[C:17]([F:18])=[CH:16][CH:15]=[CH:14][C:13]=1[NH2:19]. The catalyst is C(O)C.O. The product is [F:11][C:12]1[C:17]([F:18])=[CH:16][CH:15]=[CH:14][C:13]=1[NH:19][C:2]1[CH:7]=[CH:6][N:5]=[CH:4][C:3]=1[N+:8]([O-:10])=[O:9]. The yield is 0.790.